This data is from Reaction yield outcomes from USPTO patents with 853,638 reactions. The task is: Predict the reaction yield, written as a fraction of the theoretical maximum amount of product (1.0 means a 100% yield; for example, 0.34 means a 34% yield). (1) The reactants are C([N:8]1[CH2:14][C:13]2[N:15]=[CH:16][C:17]([CH:19]3[CH2:21][CH2:20]3)=[N:18][C:12]=2[O:11][CH2:10][CH2:9]1)C1C=CC=CC=1.[Cl:22]C(OC(Cl)C)=O. The catalyst is C1(C)C=CC=CC=1. The product is [ClH:22].[CH:19]1([C:17]2[CH:16]=[N:15][C:13]3[CH2:14][NH:8][CH2:9][CH2:10][O:11][C:12]=3[N:18]=2)[CH2:21][CH2:20]1. The yield is 0.160. (2) The reactants are C([Cl:4])(C)=O.[OH:5][C@H:6]1[CH2:10][N:9](C(OC(C)(C)C)=O)[C@@H:8]([C:18](=[O:40])[NH:19][CH2:20][C:21]2[N:22]=[C:23]3[CH:29]=[CH:28][N:27]([S:30]([C:33]4[CH:39]=[CH:38][C:36]([CH3:37])=[CH:35][CH:34]=4)(=[O:32])=[O:31])[C:24]3=[N:25][CH:26]=2)[CH2:7]1. The catalyst is CO. The product is [ClH:4].[OH:5][C@H:6]1[CH2:10][NH:9][C@@H:8]([C:18]([NH:19][CH2:20][C:21]2[N:22]=[C:23]3[CH:29]=[CH:28][N:27]([S:30]([C:33]4[CH:34]=[CH:35][C:36]([CH3:37])=[CH:38][CH:39]=4)(=[O:32])=[O:31])[C:24]3=[N:25][CH:26]=2)=[O:40])[CH2:7]1. The yield is 0.900. (3) The reactants are [CH:1]([C:4]1[C:13]2[O:12][CH2:11][CH2:10][O:9][C:8]=2[CH:7]=[CH:6][C:5]=1[O:14]C)([CH3:3])[CH3:2].B(Br)(Br)Br. The catalyst is C(Cl)Cl. The product is [CH:1]([C:4]1[C:13]2[O:12][CH2:11][CH2:10][O:9][C:8]=2[CH:7]=[CH:6][C:5]=1[OH:14])([CH3:3])[CH3:2]. The yield is 0.630. (4) The reactants are [N:1]1([CH2:6][C:7]2[N:12]=[C:11]([NH:13]C(=O)OC(C)(C)C)[CH:10]=[CH:9][CH:8]=2)[CH2:5][CH2:4][CH2:3][CH2:2]1.FC(F)(F)C(O)=O. The catalyst is ClCCl. The product is [N:1]1([CH2:6][C:7]2[N:12]=[C:11]([NH2:13])[CH:10]=[CH:9][CH:8]=2)[CH2:5][CH2:4][CH2:3][CH2:2]1. The yield is 0.920.